Dataset: Forward reaction prediction with 1.9M reactions from USPTO patents (1976-2016). Task: Predict the product of the given reaction. Given the reactants CS(O[CH2:6][CH2:7][O:8][C:9]1[CH:14]=[CH:13][C:12]([C:15]#[C:16][C:17]2[CH:22]=[CH:21][C:20]([C:23]3[CH:28]=[CH:27][C:26]([Cl:29])=[CH:25][CH:24]=3)=[CH:19][N:18]=2)=[CH:11][CH:10]=1)(=O)=O.[NH2:30][CH2:31][C:32]1([OH:35])[CH2:34][CH2:33]1, predict the reaction product. The product is: [Cl:29][C:26]1[CH:27]=[CH:28][C:23]([C:20]2[CH:21]=[CH:22][C:17]([C:16]#[C:15][C:12]3[CH:11]=[CH:10][C:9]([O:8][CH2:7][CH2:6][NH:30][CH2:31][C:32]4([OH:35])[CH2:34][CH2:33]4)=[CH:14][CH:13]=3)=[N:18][CH:19]=2)=[CH:24][CH:25]=1.